From a dataset of Reaction yield outcomes from USPTO patents with 853,638 reactions. Predict the reaction yield, written as a fraction of the theoretical maximum amount of product (1.0 means a 100% yield; for example, 0.34 means a 34% yield). The reactants are [CH:1]1([N:4]2[C:13]3[C:8](=[CH:9][C:10]([F:17])=[C:11]([Cl:16])[C:12]=3[O:14][CH3:15])[C:7](=[O:18])[C:6]([C:19]([O:21]CC)=[O:20])=[CH:5]2)[CH2:3][CH2:2]1.C([O-])(=O)C.S(=O)(=O)(O)O. The catalyst is O. The product is [CH:1]1([N:4]2[C:13]3[C:8](=[CH:9][C:10]([F:17])=[C:11]([Cl:16])[C:12]=3[O:14][CH3:15])[C:7](=[O:18])[C:6]([C:19]([OH:21])=[O:20])=[CH:5]2)[CH2:2][CH2:3]1. The yield is 0.881.